The task is: Predict which catalyst facilitates the given reaction.. This data is from Catalyst prediction with 721,799 reactions and 888 catalyst types from USPTO. (1) Reactant: B(Br)(Br)Br.C[O:6][C:7]1[CH:8]=[C:9]([C:15]([C@@H:17]2[C@:26]3([CH3:27])[C@H:21]([C:22]([CH3:29])([CH3:28])[CH2:23][CH2:24][CH2:25]3)[CH2:20][C@H:19]([CH2:30][NH:31][C:32](=[O:34])[CH3:33])[C@H:18]2[CH3:35])=[O:16])[CH:10]=[C:11]([O:13]C)[CH:12]=1. Product: [OH:6][C:7]1[CH:8]=[C:9]([C:15]([C@@H:17]2[C@:26]3([CH3:27])[C@H:21]([C:22]([CH3:28])([CH3:29])[CH2:23][CH2:24][CH2:25]3)[CH2:20][C@H:19]([CH2:30][NH:31][C:32](=[O:34])[CH3:33])[C@H:18]2[CH3:35])=[O:16])[CH:10]=[C:11]([OH:13])[CH:12]=1. The catalyst class is: 2. (2) Reactant: [NH2:1][C:2]1[N:7]=[CH:6][C:5]([C:8]2[C:9](Br)=[CH:10][C:11]3[C:12]4[C:20]([NH:21][C@H:22]([CH:27]5[CH2:29][CH2:28]5)[C:23]([F:26])([F:25])[F:24])=[N:19][CH:18]=[C:17]([C:30]([NH2:32])=[O:31])[C:13]=4[NH:14][C:15]=3[CH:16]=2)=[CH:4][N:3]=1.[CH3:34][C:35]1([CH3:51])[C:39]([CH3:41])([CH3:40])[O:38][B:37]([B:37]2[O:38][C:39]([CH3:41])([CH3:40])[C:35]([CH3:51])([CH3:34])[O:36]2)[O:36]1.C([O-])(=O)C.[K+]. Product: [NH2:1][C:2]1[N:7]=[CH:6][C:5]([C:8]2[C:9]([B:37]3[O:38][C:39]([CH3:41])([CH3:40])[C:35]([CH3:51])([CH3:34])[O:36]3)=[CH:10][C:11]3[C:12]4[C:20]([NH:21][C@H:22]([CH:27]5[CH2:29][CH2:28]5)[C:23]([F:26])([F:25])[F:24])=[N:19][CH:18]=[C:17]([C:30]([NH2:32])=[O:31])[C:13]=4[NH:14][C:15]=3[CH:16]=2)=[CH:4][N:3]=1. The catalyst class is: 438. (3) Reactant: [C:1]([C:3]1[CH:8]=[CH:7][CH:6]=[C:5]([CH3:9])[N:4]=1)#[CH:2].[Li+].CCC[CH2-].Cl[C:16]([O:18][CH2:19][CH3:20])=[O:17]. Product: [CH2:19]([O:18][C:16](=[O:17])[C:2]#[C:1][C:3]1[CH:8]=[CH:7][CH:6]=[C:5]([CH3:9])[N:4]=1)[CH3:20]. The catalyst class is: 7.